Dataset: Forward reaction prediction with 1.9M reactions from USPTO patents (1976-2016). Task: Predict the product of the given reaction. Given the reactants C(O[C:6]([NH:8][CH2:9][CH2:10][CH2:11][CH2:12][CH2:13][CH2:14][CH2:15][C:16]([NH:18][C:19]1[S:20][C:21]2[CH:27]=[C:26]([O:28][S:29]([C:32]3[CH:37]=[CH:36][C:35]([F:38])=[CH:34][CH:33]=3)(=[O:31])=[O:30])[CH:25]=[CH:24][C:22]=2[N:23]=1)=[O:17])=[O:7])(C)(C)C.NC1SC2C=C(OS(C3C=CC(F)=CC=3)(=O)=O)C=CC=2N=1.C(C(CCCCCCN)C(O)=O)([O:62][C:63]([CH3:66])([CH3:65])[CH3:64])=O, predict the reaction product. The product is: [C:63]([O:62][CH:9]([N:8]=[C:6]=[O:7])[CH2:10][CH2:11][CH2:12][CH2:13][CH2:14][CH2:15][C:16]([NH:18][C:19]1[S:20][C:21]2[CH:27]=[C:26]([O:28][S:29]([C:32]3[CH:33]=[CH:34][C:35]([F:38])=[CH:36][CH:37]=3)(=[O:30])=[O:31])[CH:25]=[CH:24][C:22]=2[N:23]=1)=[O:17])([CH3:66])([CH3:65])[CH3:64].